Regression. Given a peptide amino acid sequence and an MHC pseudo amino acid sequence, predict their binding affinity value. This is MHC class I binding data. From a dataset of Peptide-MHC class I binding affinity with 185,985 pairs from IEDB/IMGT. The binding affinity (normalized) is 0.0847. The MHC is HLA-B35:01 with pseudo-sequence HLA-B35:01. The peptide sequence is GLYEAIEEC.